From a dataset of Reaction yield outcomes from USPTO patents with 853,638 reactions. Predict the reaction yield, written as a fraction of the theoretical maximum amount of product (1.0 means a 100% yield; for example, 0.34 means a 34% yield). (1) The reactants are C[O:2][C:3]([C:5]1[S:6][C:7]([C:27]2[CH:32]=[CH:31][CH:30]=[C:29]([F:33])[CH:28]=2)=[CH:8][C:9]=1[N:10]([C:14]([CH:16]1[CH2:21][CH2:20][CH:19]([CH3:22])[CH2:18][CH:17]1[O:23]C(=O)C)=[O:15])[CH:11]([CH3:13])[CH3:12])=[O:4].O[Li].O. The catalyst is C1COCC1.CO.O. The product is [F:33][C:29]1[CH:28]=[C:27]([C:7]2[S:6][C:5]([C:3]([OH:4])=[O:2])=[C:9]([N:10]([C:14]([CH:16]3[CH2:21][CH2:20][CH:19]([CH3:22])[CH2:18][CH:17]3[OH:23])=[O:15])[CH:11]([CH3:12])[CH3:13])[CH:8]=2)[CH:32]=[CH:31][CH:30]=1. The yield is 0.580. (2) The reactants are Cl[CH2:2][C:3]1[C:4]([S:9][CH:10]2[CH2:14][CH2:13][CH2:12][CH2:11]2)=[N:5][CH:6]=[CH:7][CH:8]=1.C[O:16][C:17](=[O:31])[CH2:18][CH:19]1[C:23]2[CH:24]=[C:25]([F:30])[C:26]([OH:29])=[C:27]([F:28])[C:22]=2[O:21][CH2:20]1. No catalyst specified. The product is [CH:10]1([S:9][C:4]2[C:3]([CH2:2][O:29][C:26]3[C:25]([F:30])=[CH:24][C:23]4[CH:19]([CH2:18][C:17]([OH:31])=[O:16])[CH2:20][O:21][C:22]=4[C:27]=3[F:28])=[CH:8][CH:7]=[CH:6][N:5]=2)[CH2:14][CH2:13][CH2:12][CH2:11]1. The yield is 0.720. (3) The reactants are [S:1](=[O:26])(=[O:25])([O:3][C:4]1[C:21]([O:22][CH3:23])=[CH:20][C:19]2[C@@H:18]3[C@H:9]([C@H:10]4[C@@:14]([CH2:16][CH2:17]3)([CH3:15])[C:13](=O)[CH2:12][CH2:11]4)[CH2:8][CH2:7][C:6]=2[CH:5]=1)[NH2:2].Cl.[NH2:28][OH:29].C(=O)(O)[O-].[Na+].O. The catalyst is CO.C(OCC)(=O)C. The product is [S:1](=[O:26])(=[O:25])([O:3][C:4]1[C:21]([O:22][CH3:23])=[CH:20][C:19]2[C@@H:18]3[C@H:9]([C@H:10]4[C@@:14]([CH2:16][CH2:17]3)([CH3:15])/[C:13](=[N:28]/[OH:29])/[CH2:12][CH2:11]4)[CH2:8][CH2:7][C:6]=2[CH:5]=1)[NH2:2]. The yield is 0.730. (4) The reactants are Br[C:2]1[CH:3]=[CH:4][C:5]([F:18])=[C:6]([C@:8]2([CH2:16][F:17])[C@@H:14]3[C@@H:12]([CH2:13]3)[O:11][C:10]([NH2:15])=[N:9]2)[CH:7]=1.[N-:19]=[N+]=[N-].[Na+].[NH4+].[Cl-].[OH-].[NH4+].CP(C)C. The catalyst is C(Cl)Cl.C1COCC1.O.[Cu]I.CCO. The product is [NH2:19][C:2]1[CH:3]=[CH:4][C:5]([F:18])=[C:6]([C@:8]2([CH2:16][F:17])[C@@H:14]3[C@@H:12]([CH2:13]3)[O:11][C:10]([NH2:15])=[N:9]2)[CH:7]=1. The yield is 0.920. (5) The product is [CH3:5][C:6]1([CH3:20])[CH2:12][CH2:11][CH2:10][N:9]([C:1](=[O:3])[CH3:2])[C:8]2[CH:13]=[C:14]([N+:17]([O-:19])=[O:18])[CH:15]=[CH:16][C:7]1=2. The yield is 0.640. The catalyst is C(Cl)Cl. The reactants are [C:1](Cl)(=[O:3])[CH3:2].[CH3:5][C:6]1([CH3:20])[CH2:12][CH2:11][CH2:10][NH:9][C:8]2[CH:13]=[C:14]([N+:17]([O-:19])=[O:18])[CH:15]=[CH:16][C:7]1=2.C([O-])(O)=O.[Na+].O. (6) The reactants are [I:1][C:2]1[CH:3]=[N:4][CH:5]=[CH:6][CH:7]=1.C1(C)C=C(C)C=C(C)C=1S(O[NH2:20])(=O)=O.[C:22]1([C:28]#[C:29][C:30]([O:32][CH3:33])=[O:31])[CH:27]=[CH:26][CH:25]=[CH:24][CH:23]=1.C(=O)([O-])[O-].[K+].[K+]. The catalyst is ClCCl.CN(C)C=O.C(OCC)C. The product is [I:1][C:2]1[CH:7]=[CH:6][C:5]2[N:4]([N:20]=[C:28]([C:22]3[CH:27]=[CH:26][CH:25]=[CH:24][CH:23]=3)[C:29]=2[C:30]([O:32][CH3:33])=[O:31])[CH:3]=1. The yield is 0.120. (7) The reactants are [Cl:1][C:2]1[CH:16]=[CH:15][C:5]([CH2:6][S:7][CH:8]([C:12](=O)[CH3:13])[C:9](=O)[CH3:10])=[CH:4][CH:3]=1.O.[NH2:18][NH2:19].O. The catalyst is C(O)C.O.C1(C)C=CC(S(O)(=O)=O)=CC=1. The product is [Cl:1][C:2]1[CH:16]=[CH:15][C:5]([CH2:6][S:7][C:8]2[C:12]([CH3:13])=[N:18][NH:19][C:9]=2[CH3:10])=[CH:4][CH:3]=1. The yield is 0.720.